From a dataset of Catalyst prediction with 721,799 reactions and 888 catalyst types from USPTO. Predict which catalyst facilitates the given reaction. Reactant: Cl[C:2]1[CH:11]=[N:10][C:9]2[C:4](=[CH:5][CH:6]=[C:7]([Cl:12])[CH:8]=2)[N:3]=1.[C:13]1([CH2:19][NH2:20])[CH:18]=[CH:17][CH:16]=[CH:15][CH:14]=1.O. Product: [CH2:19]([NH:20][C:2]1[CH:11]=[N:10][C:9]2[C:4](=[CH:5][CH:6]=[C:7]([Cl:12])[CH:8]=2)[N:3]=1)[C:13]1[CH:18]=[CH:17][CH:16]=[CH:15][CH:14]=1. The catalyst class is: 16.